From a dataset of Catalyst prediction with 721,799 reactions and 888 catalyst types from USPTO. Predict which catalyst facilitates the given reaction. (1) Reactant: [H-].[Na+].[CH3:3]N(C)C(=N)N(C)C.O[C:12]1[CH:17]=[CH:16][C:15]([CH:18]2[CH2:23][CH2:22][C:21](=[O:24])[CH2:20][CH2:19]2)=[CH:14][CH:13]=1.[Cl-].[NH4+].[CH3:27][CH2:28][O:29][C:30]([CH3:32])=[O:31]. The catalyst class is: 1. Product: [OH:24][C:21]1[CH:22]=[CH:23][C:18]([CH:15]2[CH2:16][CH2:17][C:12](=[C:32]([CH3:3])[C:30]([O:29][CH2:28][CH3:27])=[O:31])[CH2:13][CH2:14]2)=[CH:19][CH:20]=1. (2) Reactant: Cl[C:2]1[CH:7]=[C:6]([NH:8][C:9](=[O:20])[C:10]2[CH:15]=[CH:14][CH:13]=[C:12]([C:16]([F:19])([F:18])[F:17])[CH:11]=2)[CH:5]=[CH:4][N:3]=1.[N:21]1([C:27]2[CH:32]=[CH:31][C:30]([NH2:33])=[C:29](B3OC(C)(C)C(C)(C)O3)[CH:28]=2)[CH2:26][CH2:25][CH2:24][CH2:23][CH2:22]1.CC(C1C=C(C(C)C)C(C2C=CC=CC=2P(C2CCCCC2)C2CCCCC2)=C(C(C)C)C=1)C. Product: [NH2:33][C:30]1[CH:29]=[CH:28][C:27]([N:21]2[CH2:26][CH2:25][CH2:24][CH2:23][CH2:22]2)=[CH:32][C:31]=1[C:2]1[CH:7]=[C:6]([NH:8][C:9](=[O:20])[C:10]2[CH:15]=[CH:14][CH:13]=[C:12]([C:16]([F:19])([F:18])[F:17])[CH:11]=2)[CH:5]=[CH:4][N:3]=1. The catalyst class is: 600. (3) Reactant: [C:1]([O:5][C:6]([NH:8][CH2:9][C:10]1[CH:15]=[CH:14][C:13]([C:16]2[O:17][CH:18]=[C:19]([C:21]([OH:23])=O)[N:20]=2)=[CH:12][CH:11]=1)=[O:7])([CH3:4])([CH3:3])[CH3:2].C1CN([P+](ON2N=[N:48][C:43]3C=[CH:45][CH:46]=[CH:47][C:42]2=3)(N2CCCC2)N2CCCC2)CC1.F[P-](F)(F)(F)(F)F.CCN(C(C)C)C(C)C.N1CCCCC1. Product: [C:1]([O:5][C:6](=[O:7])[NH:8][CH2:9][C:10]1[CH:11]=[CH:12][C:13]([C:16]2[O:17][CH:18]=[C:19]([C:21]([N:48]3[CH2:45][CH2:46][CH2:47][CH2:42][CH2:43]3)=[O:23])[N:20]=2)=[CH:14][CH:15]=1)([CH3:4])([CH3:2])[CH3:3]. The catalyst class is: 3.